From a dataset of HIV replication inhibition screening data with 41,000+ compounds from the AIDS Antiviral Screen. Binary Classification. Given a drug SMILES string, predict its activity (active/inactive) in a high-throughput screening assay against a specified biological target. (1) The compound is O=C(NC(CSSCC(NC(=O)c1cnc2ccccc2n1)C(=O)O)C(=O)O)c1cnc2ccccc2n1. The result is 0 (inactive). (2) The drug is N#CCCN(CCC#N)c1ccc(C=C(NC(=O)Nc2ccccc2Cl)NC(=O)c2cc([N+](=O)[O-])ccc2Cl)cc1. The result is 0 (inactive). (3) The result is 0 (inactive). The compound is Cc1n[nH]c(Cc2nc(C)n[nH]2)n1. (4) The drug is CCCN1C(=O)CN(S(=O)(=O)c2ccc(Cl)cc2)C1=O. The result is 0 (inactive). (5) The molecule is COS(=O)(=O)[OH2+].C[n+]1c2ccccc2c(NCC(=O)O)c2ccccc21. The result is 0 (inactive).